From a dataset of Catalyst prediction with 721,799 reactions and 888 catalyst types from USPTO. Predict which catalyst facilitates the given reaction. (1) Reactant: Br[CH2:2][C:3]1[CH:8]=[CH:7][C:6]([N+:9]([O-:11])=[O:10])=[CH:5][C:4]=1[C:12]([F:15])([F:14])[F:13].CCN(CC)CC.[CH3:23][N:24]([CH3:30])[C@@H:25]1[CH2:29][CH2:28][NH:27][CH2:26]1. Product: [CH3:23][N:24]([CH3:30])[C@@H:25]1[CH2:29][CH2:28][N:27]([CH2:2][C:3]2[CH:8]=[CH:7][C:6]([N+:9]([O-:11])=[O:10])=[CH:5][C:4]=2[C:12]([F:15])([F:14])[F:13])[CH2:26]1. The catalyst class is: 2. (2) Reactant: [OH-].[Na+].[O:3]=[C:4]1[CH:13]([C:14]([O:16]CC)=[O:15])[CH2:12][C:11]2[C:6](=[CH:7][CH:8]=[C:9]([C:19]3[CH:24]=[CH:23][C:22]([C:25]([F:28])([F:27])[F:26])=[CH:21][CH:20]=3)[CH:10]=2)[NH:5]1. Product: [O:3]=[C:4]1[CH:13]([C:14]([OH:16])=[O:15])[CH2:12][C:11]2[C:6](=[CH:7][CH:8]=[C:9]([C:19]3[CH:24]=[CH:23][C:22]([C:25]([F:27])([F:26])[F:28])=[CH:21][CH:20]=3)[CH:10]=2)[NH:5]1. The catalyst class is: 5. (3) Reactant: [F:1][C:2]1[CH:11]=[C:10]([CH3:12])[CH:9]=[CH:8][C:3]=1[C:4]([O:6][CH3:7])=[O:5].[Br:13]N1C(=O)CCC1=O.C(OOC(=O)C1C=CC=CC=1)(=O)C1C=CC=CC=1. Product: [Br:13][CH2:12][C:10]1[CH:9]=[CH:8][C:3]([C:4]([O:6][CH3:7])=[O:5])=[C:2]([F:1])[CH:11]=1. The catalyst class is: 53.